From a dataset of Reaction yield outcomes from USPTO patents with 853,638 reactions. Predict the reaction yield, written as a fraction of the theoretical maximum amount of product (1.0 means a 100% yield; for example, 0.34 means a 34% yield). (1) The yield is 0.570. The catalyst is C(O)C. The product is [Cl:1][C:2]1[CH:3]=[CH:4][C:5]([CH2:9][OH:10])=[C:6]([O:8][CH2:14][C:15]2[CH:20]=[CH:19][C:18]([F:21])=[CH:17][CH:16]=2)[CH:7]=1. The reactants are [Cl:1][C:2]1[CH:3]=[CH:4][C:5]([CH2:9][OH:10])=[C:6]([OH:8])[CH:7]=1.[OH-].[Na+].Br[CH2:14][C:15]1[CH:20]=[CH:19][C:18]([F:21])=[CH:17][CH:16]=1.O. (2) The yield is 0.189. The catalyst is C1(C)C=CC=CC=1.CCOC(C)=O.CC([O-])=O.CC([O-])=O.[Pd+2]. The product is [CH2:35]([O:42][C:43]1[CH:48]=[CH:47][C:46]([NH:60][CH2:59][C@H:58]([O:57][Si:50]([C:53]([CH3:54])([CH3:56])[CH3:55])([CH3:52])[CH3:51])[CH3:61])=[CH:45][CH:44]=1)[C:36]1[CH:41]=[CH:40][CH:39]=[CH:38][CH:37]=1. The reactants are C1(P(C2CCCCC2)C2C=CC=CC=2C2C(C(C)C)=CC(C(C)C)=CC=2C(C)C)CCCCC1.[CH2:35]([O:42][C:43]1[CH:48]=[CH:47][C:46](Br)=[CH:45][CH:44]=1)[C:36]1[CH:41]=[CH:40][CH:39]=[CH:38][CH:37]=1.[Si:50]([O:57][C@H:58]([CH3:61])[CH2:59][NH2:60])([C:53]([CH3:56])([CH3:55])[CH3:54])([CH3:52])[CH3:51].C(=O)([O-])[O-].[Cs+].[Cs+]. (3) The reactants are [C:1]1([C:8]2[CH:13]=[CH:12][CH:11]=[CH:10][CH:9]=2)[C:2]([NH2:7])=[CH:3][CH:4]=[CH:5][CH:6]=1.[Br:14]N1C(=O)CCC1=O.O. The catalyst is CN(C)C=O. The product is [Br:14][C:5]1[CH:4]=[CH:3][C:2]([NH2:7])=[C:1]([C:8]2[CH:9]=[CH:10][CH:11]=[CH:12][CH:13]=2)[CH:6]=1. The yield is 0.710. (4) The reactants are [N:1]1[NH:2][C:3]([NH2:6])=[N:4][CH:5]=1.[O:7]1[CH2:12][CH2:11][O:10][C:9]2[CH:13]=[C:14]([C:17](=O)[CH2:18][C:19](OCC)=[O:20])[CH:15]=[CH:16][C:8]1=2. The catalyst is C(O)(=O)C. The product is [O:7]1[CH2:12][CH2:11][O:10][C:9]2[CH:13]=[C:14]([C:17]3[NH:6][C:3]4[N:2]([N:1]=[CH:5][N:4]=4)[C:19](=[O:20])[CH:18]=3)[CH:15]=[CH:16][C:8]1=2. The yield is 0.150. (5) The reactants are [CH:1]1([C@@H:7]([NH:9][C:10]([C:12]2[C:21]3[C:16](=[CH:17][CH:18]=[C:19]([F:22])[CH:20]=3)[N:15]=[C:14]([C:23]3[CH:28]=[C:27]([F:29])[CH:26]=[C:25]([F:30])[CH:24]=3)[C:13]=2[CH2:31][N:32]2[CH2:37][CH2:36][NH:35][C:34](=[O:38])[CH2:33]2)=[O:11])[CH3:8])[CH2:6][CH2:5][CH2:4][CH2:3][CH2:2]1.[H-].[Na+].C([O:43][C:44](=[O:47])[CH2:45]I)C. The catalyst is CS(C)=O. The product is [CH:1]1([C@@H:7]([NH:9][C:10]([C:12]2[C:21]3[C:16](=[CH:17][CH:18]=[C:19]([F:22])[CH:20]=3)[N:15]=[C:14]([C:23]3[CH:24]=[C:25]([F:30])[CH:26]=[C:27]([F:29])[CH:28]=3)[C:13]=2[CH2:31][N:32]2[CH2:37][CH2:36][N:35]([CH2:45][C:44]([OH:47])=[O:43])[C:34](=[O:38])[CH2:33]2)=[O:11])[CH3:8])[CH2:6][CH2:5][CH2:4][CH2:3][CH2:2]1. The yield is 0.170.